This data is from Forward reaction prediction with 1.9M reactions from USPTO patents (1976-2016). The task is: Predict the product of the given reaction. (1) Given the reactants CC1C=[C:12]2[O:14]C=1C[C@H:5]([C:21](C)=C)[CH2:6][CH2:7][C:8]1C(=O)O[C@@H:10]([C@H:11]2C(C)=C)[CH:9]=1.[C:24]([O:28][C:29](=[O:42])[N:30]([C@H]1CC[C@H](C=C(Br)Br)CC1)[CH3:31])([CH3:27])([CH3:26])[CH3:25].[Li]CCCC.C=O, predict the reaction product. The product is: [C:24]([O:28][C:29](=[O:42])[N:30]([C@H:6]1[CH2:5][CH2:21][C@H:9]([C:10]#[C:11][CH2:12][OH:14])[CH2:8][CH2:7]1)[CH3:31])([CH3:27])([CH3:26])[CH3:25]. (2) Given the reactants [OH:1][C:2]12[C:13]3[C:8](=[CH:9][CH:10]=[CH:11][C:12]=3[N+:14]([O-])=O)[C:7](=[O:17])[C:6]1([NH:18][C:19]([C:21]1[CH:30]=[CH:29][C:28]3[C:23](=[CH:24][CH:25]=[CH:26][CH:27]=3)[CH:22]=1)=[O:20])[C:5]1[CH:31]=[CH:32][C:33]([CH:35]([CH3:37])[CH3:36])=[CH:34][C:4]=1[O:3]2, predict the reaction product. The product is: [NH2:14][C:12]1[CH:11]=[CH:10][CH:9]=[C:8]2[C:13]=1[C:2](=[O:1])[C:6]1([NH:18][C:19]([C:21]3[CH:30]=[CH:29][C:28]4[C:23](=[CH:24][CH:25]=[CH:26][CH:27]=4)[CH:22]=3)=[O:20])[C:5]3[CH:31]=[CH:32][C:33]([CH:35]([CH3:36])[CH3:37])=[CH:34][C:4]=3[O:3][C:7]12[OH:17]. (3) Given the reactants CC(C)([O-])C.[Na+].I[C:8]1[C:15](C)=[CH:14][C:12](C)=[CH:11][C:9]=1C.Cl.[C:18]1([NH:24][C:25]2[CH:30]=[CH:29][CH:28]=[CH:27][CH:26]=2)[CH:23]=[CH:22][CH:21]=[CH:20][CH:19]=1.BrC1C=CC=CC=1, predict the reaction product. The product is: [C:25]1([N:24]([C:8]2[CH:9]=[CH:11][CH:12]=[CH:14][CH:15]=2)[C:18]2[CH:19]=[CH:20][CH:21]=[CH:22][CH:23]=2)[CH:26]=[CH:27][CH:28]=[CH:29][CH:30]=1. (4) The product is: [CH2:10]([C:9]1[CH:14]=[CH:15][C:6]([CH:4]([CH3:5])[C:2]([NH:30][C:29]2[CH:28]=[CH:27][C:26]([CH2:25][N:23]([CH3:24])[CH3:22])=[CH:32][CH:31]=2)=[O:3])=[CH:7][CH:8]=1)[CH:11]([CH3:13])[CH3:12]. Given the reactants O[C:2]([CH:4]([C:6]1[CH:15]=[CH:14][C:9]([CH2:10][CH:11]([CH3:13])[CH3:12])=[CH:8][CH:7]=1)[CH3:5])=[O:3].O1CCOCC1.[CH3:22][N:23]([CH2:25][C:26]1[CH:32]=[CH:31][C:29]([NH2:30])=[CH:28][CH:27]=1)[CH3:24], predict the reaction product. (5) Given the reactants [F:1][C:2]1[CH:7]=[CH:6][C:5]([CH2:8][C:9]([OH:11])=O)=[CH:4][CH:3]=1.S(Cl)(Cl)=O.[NH:16]1[CH2:21][CH2:20][CH2:19][CH2:18][CH2:17]1, predict the reaction product. The product is: [F:1][C:2]1[CH:3]=[CH:4][C:5]([CH2:8][C:9]([N:16]2[CH2:21][CH2:20][CH2:19][CH2:18][CH2:17]2)=[O:11])=[CH:6][CH:7]=1. (6) The product is: [NH2:26][C:23]1[N:24]=[CH:25][C:20]([C:18]2[CH:17]=[N:16][N:15]([C@H:12]3[CH2:13][CH2:14][C@H:9]([OH:8])[CH2:10][CH2:11]3)[CH:19]=2)=[C:21]2[CH:29]=[C:28]([C:41]3[C:34]4=[CH:33][N:32]([CH3:31])[C:37](=[O:38])[CH:36]=[C:35]4[S:39][CH:40]=3)[O:27][C:22]=12. Given the reactants [Si]([O:8][C@H:9]1[CH2:14][CH2:13][C@H:12]([N:15]2[CH:19]=[C:18]([C:20]3[CH:25]=[N:24][C:23]([NH2:26])=[C:22]4[O:27][C:28](Cl)=[CH:29][C:21]=34)[CH:17]=[N:16]2)[CH2:11][CH2:10]1)(C(C)(C)C)(C)C.[CH3:31][N:32]1[C:37](=[O:38])[CH:36]=[C:35]2[S:39][CH:40]=[C:41](B3OC(C)(C)C(C)(C)O3)[C:34]2=[CH:33]1, predict the reaction product. (7) Given the reactants [I:1][C:2]1[CH:3]=[C:4]([NH2:13])[CH:5]=[CH:6][C:7]=1[C:8]1[O:12][CH:11]=[N:10][CH:9]=1.[N:14]([O-])=O.[Na+].[Sn](Cl)(Cl)(Cl)Cl.[OH-].[K+], predict the reaction product. The product is: [I:1][C:2]1[CH:3]=[C:4]([NH:13][NH2:14])[CH:5]=[CH:6][C:7]=1[C:8]1[O:12][CH:11]=[N:10][CH:9]=1. (8) Given the reactants C1(P(C2C=CC=CC=2)C2C=CC=CC=2)C=CC=CC=1.[C:20]([Cl:24])(Cl)(Cl)Cl.[CH3:25][S:26]([CH2:29][C:30]1[CH:35]=[CH:34][C:33](CO)=[CH:32][CH:31]=1)(=[O:28])=[O:27], predict the reaction product. The product is: [Cl:24][CH2:20][C:33]1[CH:32]=[CH:31][C:30]([CH2:29][S:26]([CH3:25])(=[O:28])=[O:27])=[CH:35][CH:34]=1.